This data is from Catalyst prediction with 721,799 reactions and 888 catalyst types from USPTO. The task is: Predict which catalyst facilitates the given reaction. (1) Reactant: [OH:1][CH:2]([C:7]1[CH:8]=[CH:9][C:10]([C:13](=O)[CH2:14][CH2:15][C:16](=O)[CH:17]([C:25]2[CH:30]=[CH:29][C:28]([S:31][CH3:32])=[CH:27][N:26]=2)[CH2:18][CH:19]2[CH2:24][CH2:23][O:22][CH2:21][CH2:20]2)=[N:11][CH:12]=1)[C:3]([OH:6])([CH3:5])[CH3:4].C([O-])(=O)C.[NH4+:39].[OH-].[Na+]. Product: [CH3:4][C:3]([OH:6])([CH3:5])[CH:2]([C:7]1[CH:12]=[N:11][C:10]([C:13]2[NH:39][C:16]([CH:17]([C:25]3[CH:30]=[CH:29][C:28]([S:31][CH3:32])=[CH:27][N:26]=3)[CH2:18][CH:19]3[CH2:24][CH2:23][O:22][CH2:21][CH2:20]3)=[CH:15][CH:14]=2)=[CH:9][CH:8]=1)[OH:1]. The catalyst class is: 15. (2) Reactant: [CH2:1]([O:3][C:4]([C:6]1[C:16]([CH2:17][CH2:18][C:19](=[O:26])[C:20]2[CH:25]=[CH:24][CH:23]=[CH:22][CH:21]=2)=[C:15]([OH:27])[C:9]2[N:10]=[C:11]([CH3:14])[N:12]([CH3:13])[C:8]=2[CH:7]=1)=[O:5])[CH3:2].[BH4-].[Na+].[Cl-].[NH4+].O. Product: [CH2:1]([O:3][C:4]([C:6]1[C:16]([CH2:17][CH2:18][CH:19]([OH:26])[C:20]2[CH:21]=[CH:22][CH:23]=[CH:24][CH:25]=2)=[C:15]([OH:27])[C:9]2[N:10]=[C:11]([CH3:14])[N:12]([CH3:13])[C:8]=2[CH:7]=1)=[O:5])[CH3:2]. The catalyst class is: 8. (3) Reactant: [CH3:1][O:2][C:3]1[N:8]=[C:7]([C:9]([N:11]2[CH2:16][CH2:15][NH:14][C@@H:13]([CH3:17])[CH2:12]2)=[O:10])[CH:6]=[CH:5][CH:4]=1.[Cl:18][C:19]1[CH:20]=[C:21]([N:25]2[CH:29]=[N:28][C:27]([C:30](O)=[O:31])=[N:26]2)[CH:22]=[CH:23][CH:24]=1.CN(C(ON1N=NC2C=CC=CC1=2)=[N+](C)C)C.[B-](F)(F)(F)F.CCN(C(C)C)C(C)C. Product: [Cl:18][C:19]1[CH:20]=[C:21]([N:25]2[CH:29]=[N:28][C:27]([C:30]([N:14]3[CH2:15][CH2:16][N:11]([C:9]([C:7]4[CH:6]=[CH:5][CH:4]=[C:3]([O:2][CH3:1])[N:8]=4)=[O:10])[CH2:12][C@@H:13]3[CH3:17])=[O:31])=[N:26]2)[CH:22]=[CH:23][CH:24]=1. The catalyst class is: 3.